This data is from Full USPTO retrosynthesis dataset with 1.9M reactions from patents (1976-2016). The task is: Predict the reactants needed to synthesize the given product. Given the product [S:9]1[CH:10]=[C:6]([C:5]2[N:1]=[CH:2][N:3]([CH2:14][C:15]#[N:16])[CH:4]=2)[N:7]=[CH:8]1, predict the reactants needed to synthesize it. The reactants are: [NH:1]1[C:5]([C:6]2[N:7]=[CH:8][S:9][CH:10]=2)=[CH:4][N:3]=[CH:2]1.[H-].[Na+].Br[CH2:14][C:15]#[N:16].